The task is: Predict which catalyst facilitates the given reaction.. This data is from Catalyst prediction with 721,799 reactions and 888 catalyst types from USPTO. (1) Reactant: O=C1C2C(=CC=CC=2)C(=O)[N:3]1[CH2:12][CH2:13][N:14]1[C:23]2[C:18](=[N:19][CH:20]=[C:21]([CH2:24][C:25]3[CH:30]=[CH:29][C:28]([F:31])=[CH:27][CH:26]=3)[CH:22]=2)[C:17]([OH:32])=[C:16]([C:33](OCC)=[O:34])[C:15]1=[O:38].[NH2:39][CH2:40][CH2:41][N:42]1[CH2:46][CH2:45][NH:44][C:43]1=[O:47].OS([O-])(=O)=O.[Na+]. Product: [NH2:3][CH2:12][CH2:13][N:14]1[C:23]2[C:18](=[N:19][CH:20]=[C:21]([CH2:24][C:25]3[CH:30]=[CH:29][C:28]([F:31])=[CH:27][CH:26]=3)[CH:22]=2)[C:17]([OH:32])=[C:16]([C:33]([NH:39][CH2:40][CH2:41][N:42]2[CH2:46][CH2:45][NH:44][C:43]2=[O:47])=[O:34])[C:15]1=[O:38]. The catalyst class is: 14. (2) Reactant: [F:1][C:2]([F:16])([F:15])[C:3]1[CH:4]=[C:5]([NH:9][C:10]([CH3:14])=[CH:11][C:12]#[N:13])[CH:6]=[CH:7][CH:8]=1.[CH:17]([C:19]1[CH:26]=[CH:25][C:22]([C:23]#[N:24])=[CH:21][CH:20]=1)=O.[C:27]([CH2:29][C:30]([N:32]([CH3:34])[CH3:33])=[O:31])#[N:28].N1CCCCC1. Product: [C:12]([C:11]1[CH:17]([C:19]2[CH:26]=[CH:25][C:22]([C:23]#[N:24])=[CH:21][CH:20]=2)[CH:29]([C:30]([N:32]([CH3:34])[CH3:33])=[O:31])[C:27](=[NH:28])[N:9]([C:5]2[CH:6]=[CH:7][CH:8]=[C:3]([C:2]([F:15])([F:16])[F:1])[CH:4]=2)[C:10]=1[CH3:14])#[N:13]. The catalyst class is: 8. (3) Reactant: Cl.[CH3:2][O:3][C:4]1[CH:9]=[CH:8][C:7]([NH2:10])=[CH:6][C:5]=1[O:11][CH2:12][CH2:13][N:14]1[CH2:19][CH2:18][CH:17]([CH3:20])[CH2:16][CH2:15]1.C[Al](C)C.[Cl:25][C:26]1[CH:27]=[C:28]2[C:33](=[C:34]([Cl:37])[C:35]=1[CH3:36])[C:31](=O)[O:30][CH2:29]2.N.CO. Product: [ClH:25].[Cl:25][C:26]1[CH:27]=[C:28]2[C:33](=[C:34]([Cl:37])[C:35]=1[CH3:36])[C:31](=[O:30])[N:10]([C:7]1[CH:8]=[CH:9][C:4]([O:3][CH3:2])=[C:5]([O:11][CH2:12][CH2:13][N:14]3[CH2:19][CH2:18][CH:17]([CH3:20])[CH2:16][CH2:15]3)[CH:6]=1)[CH2:29]2. The catalyst class is: 34. (4) Reactant: FC(F)(F)C(O)=O.C(OC(=O)[NH:14][CH:15]1[CH2:20][CH2:19][N:18]([C:21]2[N:29]=[C:28]3[C:24]([N:25]=[CH:26][N:27]3[C@@H:30]3[CH2:34][C@H:33]([NH:35][C:36](=[O:39])[CH2:37][CH3:38])[C@@H:32]([OH:40])[C@H:31]3[OH:41])=[C:23]([NH:42][CH2:43][CH:44]([C:51]3[CH:56]=[CH:55][CH:54]=[CH:53][CH:52]=3)[C:45]3[CH:50]=[CH:49][CH:48]=[CH:47][CH:46]=3)[N:22]=2)[CH2:17][CH2:16]1)(C)(C)C.[ClH:58]. Product: [ClH:58].[ClH:58].[NH2:14][CH:15]1[CH2:20][CH2:19][N:18]([C:21]2[N:29]=[C:28]3[C:24]([N:25]=[CH:26][N:27]3[C@@H:30]3[CH2:34][C@H:33]([NH:35][C:36](=[O:39])[CH2:37][CH3:38])[C@@H:32]([OH:40])[C@H:31]3[OH:41])=[C:23]([NH:42][CH2:43][CH:44]([C:45]3[CH:50]=[CH:49][CH:48]=[CH:47][CH:46]=3)[C:51]3[CH:56]=[CH:55][CH:54]=[CH:53][CH:52]=3)[N:22]=2)[CH2:17][CH2:16]1. The catalyst class is: 5. (5) Reactant: [CH3:1][C@@H:2]1[N:6]([C:7]([O:9][C:10]([CH3:13])([CH3:12])[CH3:11])=[O:8])[C@H:5]([C:14]([O:16]CC)=[O:15])[CH2:4][CH2:3]1.O.[OH-].[Li+].O. Product: [C:10]([O:9][C:7]([N:6]1[C@@H:2]([CH3:1])[CH2:3][CH2:4][C@H:5]1[C:14]([OH:16])=[O:15])=[O:8])([CH3:11])([CH3:12])[CH3:13]. The catalyst class is: 8. (6) Reactant: C([BH3-])#[N:2].[Na+].[C:5]([C:10]1[CH:20]=[CH:19][C:13]([C:14]([O:16][CH2:17][CH3:18])=[O:15])=[CH:12][CH:11]=1)(=O)[CH2:6][CH2:7][CH3:8].C([O-])(=O)C.[NH4+]. Product: [NH2:2][CH:5]([C:10]1[CH:20]=[CH:19][C:13]([C:14]([O:16][CH2:17][CH3:18])=[O:15])=[CH:12][CH:11]=1)[CH2:6][CH2:7][CH3:8]. The catalyst class is: 5.